This data is from Full USPTO retrosynthesis dataset with 1.9M reactions from patents (1976-2016). The task is: Predict the reactants needed to synthesize the given product. Given the product [O:7]([C:8]1[C:9]([C:31]2[CH:32]=[N:33][C:28]([F:27])=[CH:29][CH:30]=2)=[N:10][CH:11]=[CH:12][CH:13]=1)[C@@H:6]1[S:15][CH2:16][C@@H:17]([OH:23])[C@H:18]([OH:19])[C@H:5]1[OH:4], predict the reactants needed to synthesize it. The reactants are: C([O:4][C@@H:5]1[C@@H:18]([O:19]C(=O)C)[C@H:17]([O:23]C(=O)C)[CH2:16][S:15][C@H:6]1[O:7][C:8]1[C:9](Br)=[N:10][CH:11]=[CH:12][CH:13]=1)(=O)C.[F:27][C:28]1[N:33]=[CH:32][C:31](B(O)O)=[CH:30][CH:29]=1.